From a dataset of Forward reaction prediction with 1.9M reactions from USPTO patents (1976-2016). Predict the product of the given reaction. (1) Given the reactants [CH3:1][C:2]1[C:6]([C:7]([OH:9])=O)=[CH:5][N:4]([CH:10]([C:12]2[CH:17]=[CH:16][CH:15]=[CH:14][CH:13]=2)[CH3:11])[N:3]=1.Cl.C(N=C=NCCCN(C)C)C.C1C=C2N=NN(O)C2=CC=1.N.[NH2:41][CH2:42][C:43]1[C:44]([OH:51])=[N:45][C:46]([CH3:50])=[CH:47][C:48]=1[CH3:49], predict the reaction product. The product is: [OH:51][C:44]1[C:43]([CH2:42][NH:41][C:7]([C:6]2[C:2]([CH3:1])=[N:3][N:4]([CH:10]([C:12]3[CH:17]=[CH:16][CH:15]=[CH:14][CH:13]=3)[CH3:11])[CH:5]=2)=[O:9])=[C:48]([CH3:49])[CH:47]=[C:46]([CH3:50])[N:45]=1. (2) Given the reactants CCOC(/N=N/C(OCC)=O)=O.O[C@@H:14]1[CH2:18][CH2:17][O:16][CH2:15]1.[O:19]=[C:20]1[C:28]2[C:23](=[CH:24][CH:25]=[CH:26][CH:27]=2)[C:22](=[O:29])[N:21]1[NH:30][C:31](=[O:37])[O:32][C:33]([CH3:36])([CH3:35])[CH3:34].C1(P(C2C=CC=CC=2)C2C=CC=CC=2)C=CC=CC=1, predict the reaction product. The product is: [O:29]=[C:22]1[C:23]2[C:28](=[CH:27][CH:26]=[CH:25][CH:24]=2)[C:20](=[O:19])[N:21]1[N:30]([C@H:14]1[CH2:18][CH2:17][O:16][CH2:15]1)[C:31](=[O:37])[O:32][C:33]([CH3:35])([CH3:34])[CH3:36]. (3) The product is: [N:1]1([C:13]2[CH:18]=[CH:17][C:16]([N:19]3[C:23]4=[N:24][CH:25]=[CH:26][CH:27]=[C:22]4[N:21]([CH3:29])[C:20]3=[O:28])=[CH:15][CH:14]=2)[C:5]2=[N:6][C:7]3[CH:12]=[CH:11][CH:10]=[CH:9][C:8]=3[N:4]2[CH2:3][CH2:2]1. Given the reactants [N:1]1([C:13]2[CH:18]=[CH:17][C:16]([N:19]3[C:23]4=[N:24][CH:25]=[CH:26][CH:27]=[C:22]4[NH:21][C:20]3=[O:28])=[CH:15][CH:14]=2)[C:5]2=[N:6][C:7]3[CH:12]=[CH:11][CH:10]=[CH:9][C:8]=3[N:4]2[CH2:3][CH2:2]1.[CH3:29]I.[H-].[Na+].O, predict the reaction product. (4) The product is: [CH3:18][S:15]([CH2:14][CH2:13][C@H:9]([NH:8][C:6](=[O:7])[O:5][C:2]([CH3:1])([CH3:3])[CH3:4])[C:10]([N:24]1[CH2:29][CH2:28][O:27][CH2:26][CH2:25]1)=[O:12])(=[O:17])=[O:16]. Given the reactants [CH3:1][C:2]([O:5][C:6]([NH:8][C@@H:9]([CH2:13][CH2:14][S:15]([CH3:18])(=[O:17])=[O:16])[C:10]([OH:12])=O)=[O:7])([CH3:4])[CH3:3].O[C@H](C)[C@H](NC(=O)OC(C)(C)C)C([N:24]1[CH2:29][CH2:28][O:27][CH2:26][CH2:25]1)=O, predict the reaction product. (5) Given the reactants [NH2:1][C:2]1[N:7]=[CH:6][C:5]([C:8]2[CH:16]=[CH:15][C:11]([C:12]([OH:14])=[O:13])=[C:10]([F:17])[C:9]=2[F:18])=[CH:4][N:3]=1.Cl[CH:20]([C:30]1([C:33]2[CH:34]=[C:35]3[C:40](=[CH:41][CH:42]=2)[N:39]=[CH:38][CH:37]=[CH:36]3)[CH2:32][CH2:31]1)[CH:21](N1C(=O)CCC1=O)O, predict the reaction product. The product is: [F:17][C:10]1[C:9]([F:18])=[C:8]([C:5]2[CH:6]=[N:7][C:2]3[N:3]([C:20]([C:30]4([C:33]5[CH:34]=[C:35]6[C:40](=[CH:41][CH:42]=5)[N:39]=[CH:38][CH:37]=[CH:36]6)[CH2:32][CH2:31]4)=[CH:21][N:1]=3)[CH:4]=2)[CH:16]=[CH:15][C:11]=1[C:12]([OH:14])=[O:13]. (6) Given the reactants [CH:1]([C:3]1[O:7][C:6]([C:8]2[CH:9]=[C:10]([CH:14]=[CH:15][CH:16]=2)[C:11]([OH:13])=[O:12])=[CH:5][CH:4]=1)=O.[S:17]1[CH2:21][C:20](=[O:22])[NH:19][C:18]1=[O:23].N1CCCCC1.[OH-].[Na+], predict the reaction product. The product is: [O:23]=[C:18]1[NH:19][C:20](=[O:22])[C:21](=[CH:1][C:3]2[O:7][C:6]([C:8]3[CH:9]=[C:10]([CH:14]=[CH:15][CH:16]=3)[C:11]([OH:13])=[O:12])=[CH:5][CH:4]=2)[S:17]1. (7) Given the reactants [CH3:1][C:2]1([CH3:33])[S:7][CH2:6][CH2:5][N:4]([S:8]([C:11]2[CH:16]=[CH:15][C:14]([O:17][CH2:18][C:19]#[C:20][CH2:21][CH2:22][O:23][CH:24]3[CH2:29][CH2:28][CH2:27][CH2:26][O:25]3)=[CH:13][CH:12]=2)(=[O:10])=[O:9])[CH:3]1[C:30](O)=[O:31].[OH:34][N:35]1C2C=CC=CC=2N=N1.Cl.CN(C)CCCN=C=NCC.NO, predict the reaction product. The product is: [OH:34][NH:35][C:30]([CH:3]1[C:2]([CH3:33])([CH3:1])[S:7][CH2:6][CH2:5][N:4]1[S:8]([C:11]1[CH:16]=[CH:15][C:14]([O:17][CH2:18][C:19]#[C:20][CH2:21][CH2:22][O:23][CH:24]2[CH2:29][CH2:28][CH2:27][CH2:26][O:25]2)=[CH:13][CH:12]=1)(=[O:10])=[O:9])=[O:31].